Dataset: Full USPTO retrosynthesis dataset with 1.9M reactions from patents (1976-2016). Task: Predict the reactants needed to synthesize the given product. (1) Given the product [Br:1][C:2]1[C:3]([F:10])=[C:4]([CH:5]=[C:6]([F:8])[CH:7]=1)[NH2:24], predict the reactants needed to synthesize it. The reactants are: [Br:1][C:2]1[CH:7]=[C:6]([F:8])[CH:5]=[C:4](Br)[C:3]=1[F:10].C(=[NH:24])(C1C=CC=CC=1)C1C=CC=CC=1.CC(C)([O-])C.[Na+].C1C=CC(P(C2C=CC3C(=CC=CC=3)C=2C2C3C(=CC=CC=3)C=CC=2P(C2C=CC=CC=2)C2C=CC=CC=2)C2C=CC=CC=2)=CC=1.Cl. (2) Given the product [Cl:25][C:26]1[CH:27]=[CH:28][C:29]([N:32]2[C:37](=[O:38])[C:36]3[CH:39]=[N:40][N:41]([C:42]4[CH:47]=[CH:46][CH:45]=[CH:44][CH:43]=4)[C:35]=3[N:34]=[C:33]2[C:48]2[CH:49]=[CH:50][C:51]([C:2]3[NH:1][CH:5]=[CH:4][N:3]=3)=[CH:52][CH:53]=2)=[CH:30][CH:31]=1, predict the reactants needed to synthesize it. The reactants are: [NH:1]1[CH:5]=[CH:4][N:3]=[CH:2]1.C1C=CC(P(C2C=CC=CC=2)C2C=CC=CC=2)=CC=1.[Cl:25][C:26]1[CH:31]=[CH:30][C:29]([N:32]2[C:37](=[O:38])[C:36]3[CH:39]=[N:40][N:41]([C:42]4[CH:47]=[CH:46][CH:45]=[CH:44][CH:43]=4)[C:35]=3[N:34]=[C:33]2[C:48]2[CH:53]=[CH:52][C:51](I)=[CH:50][CH:49]=2)=[CH:28][CH:27]=1.